From a dataset of Catalyst prediction with 721,799 reactions and 888 catalyst types from USPTO. Predict which catalyst facilitates the given reaction. (1) Reactant: [Cl:1][C:2]1[C:3]([O:9][C:10]2[CH:15]=[C:14]([O:16][CH2:17][CH2:18][O:19][CH3:20])[CH:13]=[CH:12][C:11]=2/[CH:21]=[CH:22]/[C:23]([O:25]CC)=[O:24])=[N:4][CH:5]=[C:6]([Cl:8])[CH:7]=1.[OH-].[Na+]. Product: [Cl:1][C:2]1[C:3]([O:9][C:10]2[CH:15]=[C:14]([O:16][CH2:17][CH2:18][O:19][CH3:20])[CH:13]=[CH:12][C:11]=2/[CH:21]=[CH:22]/[C:23]([OH:25])=[O:24])=[N:4][CH:5]=[C:6]([Cl:8])[CH:7]=1. The catalyst class is: 214. (2) Reactant: S(O)(O)(=O)=O.[CH:6]1[C:22]2[CH2:21][C@H:20]3[N:23]([CH2:25][CH2:26][C@@:12]45[C@H:19]3[CH:18]=[CH:17][C@H:15]([OH:16])[C@@H:13]4[O:14][C:10]([C:11]=25)=[C:8]([OH:9])[CH:7]=1)[CH3:24]. Product: [CH:6]1[C:22]2[CH2:21][C@H:20]3[N:23]([CH2:25][CH2:26][C@@:12]45[C@H:19]3[CH:18]=[CH:17][C@H:15]([OH:16])[C@@H:13]4[O:14][C:10]([C:11]=25)=[C:8]([OH:9])[CH:7]=1)[CH3:24]. The catalyst class is: 6. (3) The catalyst class is: 159. Product: [Cl:1][C:2]1[CH:16]=[CH:15][C:5]([C:6]([N:8]2[CH2:13][CH2:12][CH2:11][C@@H:10]([NH:14][C:22](=[O:23])[C:21]3[CH:25]=[CH:26][C:18]([Cl:17])=[CH:19][CH:20]=3)[CH2:9]2)=[O:7])=[CH:4][CH:3]=1. Reactant: [Cl:1][C:2]1[CH:16]=[CH:15][C:5]([C:6]([N:8]2[CH2:13][CH2:12][CH2:11][C@@H:10]([NH2:14])[CH2:9]2)=[O:7])=[CH:4][CH:3]=1.[Cl:17][C:18]1[CH:26]=[CH:25][C:21]([C:22](Cl)=[O:23])=[CH:20][CH:19]=1.[OH-].[Na+].[Cl-].[Na+]. (4) Reactant: [N:1]1([CH2:6][C:7]2[CH:12]=[CH:11][C:10]([C:13]3[CH:17]=[C:16]([CH2:18][CH2:19][CH2:20][CH3:21])[S:15][C:14]=3[S:22]([NH2:25])(=[O:24])=[O:23])=[CH:9][CH:8]=2)[CH:5]=[CH:4][N:3]=[CH:2]1.N1(C2C=CC=CN=2)CCCC1.Cl[C:38]([O:40][CH2:41][CH2:42][CH2:43][CH3:44])=[O:39]. Product: [CH2:41]([O:40][C:38]([NH:25][S:22]([C:14]1[S:15][C:16]([CH2:18][CH2:19][CH2:20][CH3:21])=[CH:17][C:13]=1[C:10]1[CH:11]=[CH:12][C:7]([CH2:6][N:1]2[CH:5]=[CH:4][N:3]=[CH:2]2)=[CH:8][CH:9]=1)(=[O:24])=[O:23])=[O:39])[CH2:42][CH2:43][CH3:44]. The catalyst class is: 17. (5) Reactant: [CH2:1]([N:8]1[C:21]2[C:16](=[CH:17][CH:18]=[CH:19][CH:20]=2)[C:10]2([CH2:15][CH2:14][NH:13][CH2:12][CH2:11]2)[C:9]1=[O:22])[C:2]1[CH:7]=[CH:6][CH:5]=[CH:4][CH:3]=1.ClC(OC1C=CC([N+]([O-])=O)=CC=1)=O.[C:36]([O-:39])([O-])=O.[K+].[K+].[CH:42]1([N:46]2[CH2:51][CH2:50][NH:49][CH2:48][CH2:47]2)[CH2:45][CH2:44][CH2:43]1. Product: [CH2:1]([N:8]1[C:21]2[C:16](=[CH:17][CH:18]=[CH:19][CH:20]=2)[C:10]2([CH2:11][CH2:12][N:13]([C:36]([N:49]3[CH2:50][CH2:51][N:46]([CH:42]4[CH2:45][CH2:44][CH2:43]4)[CH2:47][CH2:48]3)=[O:39])[CH2:14][CH2:15]2)[C:9]1=[O:22])[C:2]1[CH:7]=[CH:6][CH:5]=[CH:4][CH:3]=1. The catalyst class is: 23. (6) Reactant: [Si]([O:8][CH2:9][CH2:10][N:11]1[C:19]2[C:18]([Cl:20])=[N:17][CH:16]=[N:15][C:14]=2[CH:13]=[CH:12]1)(C(C)(C)C)(C)C.[F-].C([N+](CCCC)(CCCC)CCCC)CCC. Product: [Cl:20][C:18]1[C:19]2[N:11]([CH2:10][CH2:9][OH:8])[CH:12]=[CH:13][C:14]=2[N:15]=[CH:16][N:17]=1. The catalyst class is: 30. (7) Reactant: [CH3:1][CH:2]([N:18]([CH3:20])[CH3:19])[CH2:3][N:4]1[C:13]2[CH:14]=[CH:15][CH:16]=[CH:17][C:12]=2[S:11][C:10]2[CH:9]=[CH:8][CH:7]=[CH:6][C:5]1=2.Cl. Product: [CH3:1][CH:2]([N:18]([CH3:19])[CH3:20])[CH2:3][N:4]1[C:5]2[CH:6]=[CH:7][CH:8]=[CH:9][C:10]=2[S:11][C:12]2[CH:17]=[CH:16][CH:15]=[CH:14][C:13]1=2. The catalyst class is: 2. (8) Reactant: [CH3:1][O:2][C:3](=[O:11])[C:4]1[CH:9]=[CH:8][C:7](Cl)=[CH:6][CH:5]=1.C1COCC1.[CH2:17]([Mg]Br)[CH2:18][CH2:19][CH2:20][CH2:21][CH3:22]. Product: [CH3:1][O:2][C:3](=[O:11])[C:4]1[CH:9]=[CH:8][C:7]([CH2:17][CH2:18][CH2:19][CH2:20][CH2:21][CH3:22])=[CH:6][CH:5]=1. The catalyst class is: 60. (9) Reactant: [N:1]1([C:6]2[CH:13]=[CH:12][C:9]([C:10]#[N:11])=[CH:8][CH:7]=2)[CH:5]=[N:4][CH:3]=[N:2]1.[Br:14]N1C(=O)CCC1=O. Product: [Br:14][C:5]1[N:1]([C:6]2[CH:7]=[CH:8][C:9]([C:10]#[N:11])=[CH:12][CH:13]=2)[N:2]=[CH:3][N:4]=1. The catalyst class is: 12.